Dataset: Peptide-MHC class I binding affinity with 185,985 pairs from IEDB/IMGT. Task: Regression. Given a peptide amino acid sequence and an MHC pseudo amino acid sequence, predict their binding affinity value. This is MHC class I binding data. (1) The MHC is HLA-A01:01 with pseudo-sequence HLA-A01:01. The peptide sequence is RQMKSGGRF. The binding affinity (normalized) is 0.0847. (2) The peptide sequence is FFITSKDL. The MHC is H-2-Kb with pseudo-sequence H-2-Kb. The binding affinity (normalized) is 0.0735. (3) The peptide sequence is SYLKPHIFE. The MHC is HLA-A26:01 with pseudo-sequence HLA-A26:01. The binding affinity (normalized) is 0.0847.